Task: Predict the reaction yield, written as a fraction of the theoretical maximum amount of product (1.0 means a 100% yield; for example, 0.34 means a 34% yield).. Dataset: Reaction yield outcomes from USPTO patents with 853,638 reactions (1) The reactants are [I:1]I.[NH2:3][C:4]1[CH:14]=[CH:13][C:7]([C:8]([O:10][CH2:11][CH3:12])=[O:9])=[C:6]([Cl:15])[CH:5]=1. The catalyst is C(O)C.S([O-])([O-])(=O)=O.[Ag+].[Ag+]. The product is [NH2:3][C:4]1[C:14]([I:1])=[CH:13][C:7]([C:8]([O:10][CH2:11][CH3:12])=[O:9])=[C:6]([Cl:15])[CH:5]=1. The yield is 0.740. (2) The reactants are Br[C:2]1[CH:11]=[C:10]2[C:5]([CH:6]=[C:7]([NH:12][C:13]([CH:15]3[CH2:17][CH2:16]3)=[O:14])[N:8]=[CH:9]2)=[CH:4][CH:3]=1.O1CCCC1.[CH:23]1([Mg]Cl)[CH2:28][CH2:27][CH2:26][CH2:25][CH2:24]1. The catalyst is CCOCC. The product is [CH:23]1([C:2]2[CH:11]=[C:10]3[C:5]([CH:6]=[C:7]([NH:12][C:13]([CH:15]4[CH2:17][CH2:16]4)=[O:14])[N:8]=[CH:9]3)=[CH:4][CH:3]=2)[CH2:28][CH2:27][CH2:26][CH2:25][CH2:24]1. The yield is 0.190. (3) The reactants are Br[C:2]1[N:6]2[C:7]3[C:12]([CH2:13][CH2:14][C:5]2=[C:4]([C:21]([N:23]2[CH2:28][CH2:27][O:26][CH2:25][C:24]2([CH3:30])[CH3:29])=[O:22])[N:3]=1)=[CH:11][C:10]([O:15][CH3:16])=[C:9]([O:17][CH:18]([CH3:20])[CH3:19])[CH:8]=3.C[C:32]([N:34](C)C)=O. The catalyst is [C-]#N.[C-]#N.[Zn+2].[Zn]. The product is [CH3:29][C:24]1([CH3:30])[CH2:25][O:26][CH2:27][CH2:28][N:23]1[C:21]([C:4]1[N:3]=[C:2]([C:32]#[N:34])[N:6]2[C:7]3[C:12](=[CH:11][C:10]([O:15][CH3:16])=[C:9]([O:17][CH:18]([CH3:20])[CH3:19])[CH:8]=3)[CH2:13][CH2:14][C:5]=12)=[O:22]. The yield is 0.450. (4) The reactants are [F:1][C:2]1[CH:3]=[C:4]([CH:8]=[C:9]([N+:11]([O-:13])=[O:12])[CH:10]=1)[C:5]([NH2:7])=[O:6].[C:14](=O)([O-])[O-].[Cs+].[Cs+].S(OC)(OC)(=O)=O. The catalyst is CN(C=O)C. The product is [F:1][C:2]1[CH:3]=[C:4]([CH:8]=[C:9]([N+:11]([O-:13])=[O:12])[CH:10]=1)[C:5]([NH:7][CH3:14])=[O:6]. The yield is 0.800. (5) The yield is 0.760. The reactants are Br[C:2]1[C:3]([O:14][CH2:15][O:16][CH3:17])=[C:4]([CH:7]=[C:8]([C:10]([CH3:13])([CH3:12])[CH3:11])[CH:9]=1)[CH:5]=[O:6].[F:18][C:19]([F:30])([F:29])[C:20]1[CH:25]=[CH:24][C:23](B(O)O)=[CH:22][N:21]=1.C(=O)([O-])[O-].[Na+].[Na+]. The catalyst is C(COC)OC.C1C=CC([P]([Pd]([P](C2C=CC=CC=2)(C2C=CC=CC=2)C2C=CC=CC=2)([P](C2C=CC=CC=2)(C2C=CC=CC=2)C2C=CC=CC=2)[P](C2C=CC=CC=2)(C2C=CC=CC=2)C2C=CC=CC=2)(C2C=CC=CC=2)C2C=CC=CC=2)=CC=1. The product is [C:10]([C:8]1[CH:9]=[C:2]([C:23]2[CH:22]=[N:21][C:20]([C:19]([F:30])([F:29])[F:18])=[CH:25][CH:24]=2)[C:3]([O:14][CH2:15][O:16][CH3:17])=[C:4]([CH:7]=1)[CH:5]=[O:6])([CH3:13])([CH3:12])[CH3:11]. (6) The reactants are [C:1]([O:5][C:6](=[O:27])[C@H:7]([CH2:19][C:20]1[CH:25]=[CH:24][C:23]([OH:26])=[CH:22][CH:21]=1)[NH:8][C:9]1[C:13](OCC)=[N:12][S:11](=[O:18])(=[O:17])[N:10]=1)([CH3:4])([CH3:3])[CH3:2].C([O-])=O.[CH3:31][C:32]1[CH:33]=[C:34]([NH:38][C:39]([NH:41][CH2:42][CH2:43][NH2:44])=[O:40])[CH:35]=[CH:36][CH:37]=1.C(N(CC)CC)C. The catalyst is C(O)C. The product is [C:1]([O:5][C:6](=[O:27])[C@H:7]([CH2:19][C:20]1[CH:25]=[CH:24][C:23]([OH:26])=[CH:22][CH:21]=1)[NH:8][C:9]1[C:13]([NH:44][CH2:43][CH2:42][NH:41][C:39]([NH:38][C:34]2[CH:35]=[CH:36][CH:37]=[C:32]([CH3:31])[CH:33]=2)=[O:40])=[N:12][S:11](=[O:17])(=[O:18])[N:10]=1)([CH3:3])([CH3:4])[CH3:2]. The yield is 0.910. (7) The reactants are CC1N=C(N2CCN(C3C=CC=CC=3)C2=O)SC=1C(OCC)=O.[CH3:24][C:25]1[N:26]=[C:27]([N:35]2[CH2:39][CH2:38][N:37]([CH2:40][CH:41]3[CH2:46][CH2:45][CH2:44][CH2:43][O:42]3)[C:36]2=[O:47])[S:28][C:29]=1[C:30]([O:32]CC)=[O:31]. The product is [CH3:24][C:25]1[N:26]=[C:27]([N:35]2[CH2:39][CH2:38][N:37]([CH2:40][CH:41]3[CH2:46][CH2:45][CH2:44][CH2:43][O:42]3)[C:36]2=[O:47])[S:28][C:29]=1[C:30]([OH:32])=[O:31]. The yield is 0.840. No catalyst specified. (8) The reactants are F[C:2]1[CH:3]=[CH:4][C:5]([N+:14]([O-:16])=[O:15])=[C:6]([N:8]2[CH2:13][CH2:12][CH2:11][CH2:10][CH2:9]2)[CH:7]=1.[NH:17]1[CH:21]=[CH:20][CH:19]=[N:18]1.[OH-].[Na+]. The catalyst is CS(C)=O. The product is [N+:14]([C:5]1[CH:4]=[CH:3][C:2]([N:17]2[CH:21]=[CH:20][CH:19]=[N:18]2)=[CH:7][C:6]=1[N:8]1[CH2:13][CH2:12][CH2:11][CH2:10][CH2:9]1)([O-:16])=[O:15]. The yield is 0.850. (9) No catalyst specified. The reactants are [Cl:1][C:2]1[CH:3]=[C:4]([CH:8]=[CH:9][N:10]=1)[C:5]([OH:7])=[O:6].S(Cl)(Cl)=O.[CH3:15]O. The yield is 0.910. The product is [Cl:1][C:2]1[CH:3]=[C:4]([C:5]([O:7][CH3:15])=[O:6])[CH:8]=[CH:9][N:10]=1.